From a dataset of Catalyst prediction with 721,799 reactions and 888 catalyst types from USPTO. Predict which catalyst facilitates the given reaction. (1) Reactant: [CH3:1][C@@H:2]1[CH2:6][CH2:5][CH2:4][N:3]1[CH2:7][CH2:8][C:9]1[O:10][C:11]2[CH:17]=[CH:16][C:15]([C:18]3[CH:19]=[C:20]([C:24](=O)[CH3:25])[CH:21]=[CH:22][CH:23]=3)=[CH:14][C:12]=2[CH:13]=1.Cl.[NH2:28][OH:29].C([O-])([O-])=O.[Na+].[Na+]. Product: [CH3:1][C@@H:2]1[CH2:6][CH2:5][CH2:4][N:3]1[CH2:7][CH2:8][C:9]1[O:10][C:11]2[CH:17]=[CH:16][C:15]([C:18]3[CH:19]=[C:20]([C:24](=[N:28][OH:29])[CH3:25])[CH:21]=[CH:22][CH:23]=3)=[CH:14][C:12]=2[CH:13]=1. The catalyst class is: 5. (2) Reactant: F[C:2](F)(F)C([O-])=O.[C:8]([C:11]1[C:12]([NH:23][C:24]2[CH:29]=[CH:28][CH:27]=[CH:26][CH:25]=2)=[N:13][N:14]([C:16]2([CH2:20][C:21]#[N:22])[CH2:19][NH2+:18][CH2:17]2)[CH:15]=1)(=[O:10])[NH2:9].C(O[BH-](OC(=O)C)OC(=O)C)(=O)C.[Na+].C=O.C([O-])(O)=O.[Na+]. Product: [C:21]([CH2:20][C:16]1([N:14]2[CH:15]=[C:11]([C:8]([NH2:9])=[O:10])[C:12]([NH:23][C:24]3[CH:29]=[CH:28][CH:27]=[CH:26][CH:25]=3)=[N:13]2)[CH2:17][N:18]([CH3:2])[CH2:19]1)#[N:22]. The catalyst class is: 26. (3) Reactant: [CH3:1][O:2][C:3]1[CH:8]=[C:7]([CH3:9])[C:6]([O:10][CH3:11])=[CH:5][C:4]=1[C:12](=[O:22])[CH2:13][CH2:14][CH2:15][CH:16]1[CH2:21][CH2:20][CH2:19][CH2:18][CH2:17]1.[Br:23]Br.O. Product: [Br:23][CH:13]([CH2:14][CH2:15][CH:16]1[CH2:17][CH2:18][CH2:19][CH2:20][CH2:21]1)[C:12]([C:4]1[CH:5]=[C:6]([O:10][CH3:11])[C:7]([CH3:9])=[CH:8][C:3]=1[O:2][CH3:1])=[O:22]. The catalyst class is: 4. (4) Reactant: [CH:1]1([CH:7]([NH:21][C:22]2[CH:27]=[CH:26][C:25]([C:28]([NH:30][CH2:31][CH2:32][C:33]([O:35]CC)=[O:34])=[O:29])=[CH:24][CH:23]=2)[C:8]2[CH:12]=[C:11]([CH:13]3[CH2:18][CH2:17][S:16][CH2:15][CH2:14]3)[S:10][C:9]=2[CH2:19][CH3:20])[CH2:6][CH2:5][CH2:4][CH2:3][CH2:2]1.O1CCCC1.[OH-].[Na+]. Product: [CH:1]1([CH:7]([NH:21][C:22]2[CH:23]=[CH:24][C:25]([C:28]([NH:30][CH2:31][CH2:32][C:33]([OH:35])=[O:34])=[O:29])=[CH:26][CH:27]=2)[C:8]2[CH:12]=[C:11]([CH:13]3[CH2:14][CH2:15][S:16][CH2:17][CH2:18]3)[S:10][C:9]=2[CH2:19][CH3:20])[CH2:6][CH2:5][CH2:4][CH2:3][CH2:2]1. The catalyst class is: 8.